From a dataset of Forward reaction prediction with 1.9M reactions from USPTO patents (1976-2016). Predict the product of the given reaction. Given the reactants [N:1]1[CH:6]=[CH:5][CH:4]=[C:3]([NH:7][C:8](=[O:15])OCC(Cl)(Cl)Cl)[CH:2]=1.[C:16]1([C:22]2[CH:27]=[CH:26][N:25]=[C:24]([N:28]3[CH2:33][CH2:32][NH:31][CH2:30][CH2:29]3)[CH:23]=2)[CH:21]=[CH:20][CH:19]=[CH:18][CH:17]=1.C(N(C(C)C)CC)(C)C.CS(C)=O, predict the reaction product. The product is: [C:16]1([C:22]2[CH:27]=[CH:26][N:25]=[C:24]([N:28]3[CH2:33][CH2:32][N:31]([C:8]([NH:7][C:3]4[CH:2]=[N:1][CH:6]=[CH:5][CH:4]=4)=[O:15])[CH2:30][CH2:29]3)[CH:23]=2)[CH:17]=[CH:18][CH:19]=[CH:20][CH:21]=1.